Dataset: Reaction yield outcomes from USPTO patents with 853,638 reactions. Task: Predict the reaction yield, written as a fraction of the theoretical maximum amount of product (1.0 means a 100% yield; for example, 0.34 means a 34% yield). (1) The reactants are [H-].[Na+].[OH:3][C:4]1[CH:12]=[CH:11][C:7]([C:8]([OH:10])=[O:9])=[CH:6][C:5]=1[I:13].[CH2:14](Br)[C:15]1[CH:20]=[CH:19][CH:18]=[CH:17][CH:16]=1. The catalyst is CN(C)C=O.C1(C)C=CC=CC=1. The product is [CH2:14]([O:3][C:4]1[CH:12]=[CH:11][C:7]([C:8]([O:10][CH2:8][C:7]2[CH:11]=[CH:12][CH:4]=[CH:5][CH:6]=2)=[O:9])=[CH:6][C:5]=1[I:13])[C:15]1[CH:20]=[CH:19][CH:18]=[CH:17][CH:16]=1. The yield is 0.430. (2) The product is [CH:28]1([CH2:27][CH2:26][CH2:25][C:15]2([CH3:24])[C:16]3[C:21](=[CH:20][CH:19]=[CH:18][CH:17]=3)[C:22]([OH:23])=[C:13]([C:8]3[NH:7][C:6]4[CH:35]=[CH:36][C:3]([NH:2][S:37]([CH3:40])(=[O:39])=[O:38])=[CH:4][C:5]=4[S:10](=[O:12])(=[O:11])[N:9]=3)[C:14]2=[O:34])[CH2:29][CH2:30][CH2:31][CH2:32][CH2:33]1. The yield is 0.880. The reactants are Cl.[NH2:2][C:3]1[CH:36]=[CH:35][C:6]2[NH:7][C:8]([C:13]3[C:14](=[O:34])[C:15]([CH2:25][CH2:26][CH2:27][CH:28]4[CH2:33][CH2:32][CH2:31][CH2:30][CH2:29]4)([CH3:24])[C:16]4[C:21]([C:22]=3[OH:23])=[CH:20][CH:19]=[CH:18][CH:17]=4)=[N:9][S:10](=[O:12])(=[O:11])[C:5]=2[CH:4]=1.[S:37](Cl)([CH3:40])(=[O:39])=[O:38].N1C=CC=CC=1. The catalyst is CC(C)=O. (3) The reactants are [N:1]([C@H:4]([C:15]1[N:16]=[C:17]([C:20]2[CH:25]=[CH:24][CH:23]=[CH:22][CH:21]=2)[S:18][CH:19]=1)[CH2:5][C:6]1[CH:11]=[CH:10][C:9]([N+:12]([O-:14])=[O:13])=[CH:8][CH:7]=1)=[C:2]=[S:3].[C:26]([NH:29][NH2:30])(=O)[CH3:27]. The catalyst is CCO. The product is [CH3:27][C:26]1[S:3][C:2]([NH:1][C@H:4]([C:15]2[N:16]=[C:17]([C:20]3[CH:21]=[CH:22][CH:23]=[CH:24][CH:25]=3)[S:18][CH:19]=2)[CH2:5][C:6]2[CH:11]=[CH:10][C:9]([N+:12]([O-:14])=[O:13])=[CH:8][CH:7]=2)=[N:30][N:29]=1. The yield is 0.930. (4) The reactants are [NH2:1][C:2]1[CH:3]=[CH:4][C:5]([CH3:24])=[C:6]([C:8]2[CH:17]=[C:16]3[C:11]([CH:12]=[C:13]([NH:18][C:19]([CH:21]4[CH2:23][CH2:22]4)=[O:20])[N:14]=[CH:15]3)=[CH:10][CH:9]=2)[CH:7]=1.[O:25]1[CH2:29][CH2:28][CH2:27][C@@H:26]1[C:30](O)=[O:31].F[P-](F)(F)(F)(F)F.N1(O[P+](N2CCCC2)(N2CCCC2)N2CCCC2)C2N=CC=CC=2N=N1.CN(C)C=O.C(N(CC)C(C)C)(C)C. The catalyst is CN(C)C1C=CN=CC=1.C(OCC)(=O)C. The product is [CH:21]1([C:19]([NH:18][C:13]2[N:14]=[CH:15][C:16]3[C:11]([CH:12]=2)=[CH:10][CH:9]=[C:8]([C:6]2[CH:7]=[C:2]([NH:1][C:30]([C@H:26]4[CH2:27][CH2:28][CH2:29][O:25]4)=[O:31])[CH:3]=[CH:4][C:5]=2[CH3:24])[CH:17]=3)=[O:20])[CH2:22][CH2:23]1. The yield is 0.650.